Dataset: Peptide-MHC class I binding affinity with 185,985 pairs from IEDB/IMGT. Task: Regression. Given a peptide amino acid sequence and an MHC pseudo amino acid sequence, predict their binding affinity value. This is MHC class I binding data. (1) The peptide sequence is IEELREHLL. The MHC is HLA-A30:01 with pseudo-sequence HLA-A30:01. The binding affinity (normalized) is 0. (2) The peptide sequence is FHIVNQESL. The MHC is HLA-A68:02 with pseudo-sequence HLA-A68:02. The binding affinity (normalized) is 0.0847. (3) The peptide sequence is TRKIRSEEL. The MHC is HLA-A02:12 with pseudo-sequence HLA-A02:12. The binding affinity (normalized) is 0.0847.